From a dataset of Reaction yield outcomes from USPTO patents with 853,638 reactions. Predict the reaction yield, written as a fraction of the theoretical maximum amount of product (1.0 means a 100% yield; for example, 0.34 means a 34% yield). (1) The reactants are [H-].[Na+].F[C:4]1[CH:9]=[CH:8][C:7]([N+:10]([O-:12])=[O:11])=[CH:6][CH:5]=1.[F:13][C:14]1[C:19]([F:20])=[CH:18][CH:17]=[CH:16][C:15]=1[OH:21]. The catalyst is CN(C)C=O.Cl[Cu]. The product is [F:20][C:19]1[CH:18]=[CH:17][CH:16]=[C:15]([O:21][C:4]2[CH:9]=[CH:8][C:7]([N+:10]([O-:12])=[O:11])=[CH:6][CH:5]=2)[C:14]=1[F:13]. The yield is 0.840. (2) The reactants are [C:1](#[N:3])[CH3:2].[H-].[Na+].[CH3:6][O:7][C:8]1[CH:9]=[C:10]([CH2:14][CH2:15][C:16](OC)=[O:17])[CH:11]=[CH:12][CH:13]=1. The catalyst is O1CCOCC1. The product is [CH3:6][O:7][C:8]1[CH:9]=[C:10]([CH2:14][CH2:15][C:16](=[O:17])[CH2:2][C:1]#[N:3])[CH:11]=[CH:12][CH:13]=1. The yield is 0.490. (3) The reactants are [C:1]([C:5]1[CH:6]=[C:7]([CH:10]=[C:11]([C:14]([CH3:17])([CH3:16])[CH3:15])[C:12]=1[OH:13])[CH:8]=[O:9])([CH3:4])([CH3:3])[CH3:2].C(N(CC)C(C)C)(C)C.Cl[CH2:28][O:29][CH2:30]OCOCCl.OC1C=CC=CC=1C=O. The catalyst is ClCCCl. The product is [CH3:28][O:29][CH2:30][O:13][C:12]1[C:5]([C:1]([CH3:4])([CH3:3])[CH3:2])=[CH:6][C:7]([CH:8]=[O:9])=[CH:10][C:11]=1[C:14]([CH3:17])([CH3:16])[CH3:15]. The yield is 1.00.